From a dataset of Reaction yield outcomes from USPTO patents with 853,638 reactions. Predict the reaction yield, written as a fraction of the theoretical maximum amount of product (1.0 means a 100% yield; for example, 0.34 means a 34% yield). The reactants are [Cl:1][C:2]1[CH:3]=[C:4]([OH:8])[CH:5]=[N:6][CH:7]=1.C(=O)([O-])[O-].[Na+].[Na+].[I:15]I. The catalyst is Cl. The product is [Cl:1][C:2]1[CH:3]=[C:4]([OH:8])[C:5]([I:15])=[N:6][CH:7]=1. The yield is 0.958.